From a dataset of Reaction yield outcomes from USPTO patents with 853,638 reactions. Predict the reaction yield, written as a fraction of the theoretical maximum amount of product (1.0 means a 100% yield; for example, 0.34 means a 34% yield). The reactants are Br[C:2]1[C:6]2[CH:7]=[C:8]([C:11]([O:13][CH3:14])=[O:12])[CH:9]=[CH:10][C:5]=2[O:4][CH:3]=1.[Cl:15][C:16]1[CH:21]=[CH:20][CH:19]=[CH:18][C:17]=1B(O)O. No catalyst specified. The product is [Cl:15][C:16]1[CH:21]=[CH:20][CH:19]=[CH:18][C:17]=1[C:2]1[C:6]2[CH:7]=[C:8]([C:11]([O:13][CH3:14])=[O:12])[CH:9]=[CH:10][C:5]=2[O:4][CH:3]=1. The yield is 0.920.